Dataset: hERG Central: cardiac toxicity at 1µM, 10µM, and general inhibition. Task: Predict hERG channel inhibition at various concentrations. (1) The compound is CC(C)Cc1ccc(CN2CCCC(NC(=O)c3ccnn3C)C2)cc1. Results: hERG_inhib (hERG inhibition (general)): blocker. (2) The molecule is CCCc1nc2oc3c(=O)[nH]cnc3c2c2c1CCCC2. Results: hERG_inhib (hERG inhibition (general)): blocker. (3) The molecule is COc1cc(N)c(Cl)cc1C(=O)N[C@H]1CCN(CCCOc2ccc(F)cc2)C[C@H]1OC. Results: hERG_inhib (hERG inhibition (general)): blocker. (4) The drug is COc1cccc(CNC(=O)CCC2CCCN(Cc3cc(Cl)ccc3O)C2)c1. Results: hERG_inhib (hERG inhibition (general)): blocker. (5) The molecule is Cl.Clc1ccc(OCc2nnc(SCCN3CCCCC3)n2Cc2ccco2)cc1. Results: hERG_inhib (hERG inhibition (general)): blocker.